This data is from Experimentally validated miRNA-target interactions with 360,000+ pairs, plus equal number of negative samples. The task is: Binary Classification. Given a miRNA mature sequence and a target amino acid sequence, predict their likelihood of interaction. (1) The miRNA is hsa-miR-148b-3p with sequence UCAGUGCAUCACAGAACUUUGU. The protein sequence of the target gene is MTMESREMDCYLRRLKQELMSMKEVGDGLQDQMNCMMGALQELKLLQVQTALEQLEISGGGPVPGSPEGPRTQCEHPCWEGGRGPARPTVCSPSSQPSLGSSTKFPSHRSVCGRDLAPLPRTQPHQSCAQQGPERVEPDDWTSTLMSRGRNRQPLVLGDNVFADLVGNWLDLPELEKGGEKGETGGAREPKGEKGQPQELGRRFALTANIFKKFLRSVRPDRDRLLKEKPGWVTPMVPESRTGRSQKVKKRSLSKGSGHFPFPGTGEHRRGENPPTSCPKALEHSPSGFDINTAVWV. Result: 1 (interaction). (2) The miRNA is hsa-miR-6165 with sequence CAGCAGGAGGUGAGGGGAG. The protein sequence of the target gene is MDSVELCLPESFSLHYEEELLCRMSNKDRHIDSSCSSFIKTEPSSPASLTDSVNHHSPGGSSDASGSYSSTMNGHQNGLDSPPLYPSAPILGGSGPVRKLYDDCSSTIVEDPQTKCEYMLNSMPKRLCLVCGDIASGYHYGVASCEACKAFFKRTIQGNIEYSCPATNECEITKRRRKSCQACRFMKCLKVGMLKEGVRLDRVRGGRQKYKRRIDAENSPYLNPQLVQPAKKPYNKIVSHLLVAEPEKIYAMPDPTVPDSDIKALTTLCDLADRELVVIIGWAKHIPGFSTLSLADQMSL.... Result: 0 (no interaction). (3) The miRNA is hsa-miR-548w with sequence AAAAGUAACUGCGGUUUUUGCCU. The protein sequence of the target gene is MATAVRAVGCLPVLCSGTAGHLLGRQCSLNTLPAASILAWKSVLGNGHLSSLGTRDTHPYASLSRALQTQCCISSPSHLMSQQYRPYSFFTKLTADELWKGALAETGAGAKKGRGKRTKKKKRKDLNRGQIIGEGRYGFLWPGLNVPLMKNGAVQTIAQRSKEEQEKVEADMIQQREEWDRKKKMKVKRERGWSGNSWGGISLGPPDPGPCGETYEDFDTRILEVRNVFTMTAKEGRKKSIRVLVAVGNGKGAAGFSIGKATDRMDAFRKAKNRAVHHLHYIERYEDHTIFHDISLRFKR.... Result: 1 (interaction).